Dataset: Peptide-MHC class I binding affinity with 185,985 pairs from IEDB/IMGT. Task: Regression. Given a peptide amino acid sequence and an MHC pseudo amino acid sequence, predict their binding affinity value. This is MHC class I binding data. (1) The peptide sequence is GVLIAGIILL. The MHC is HLA-A02:01 with pseudo-sequence HLA-A02:01. The binding affinity (normalized) is 0.717. (2) The peptide sequence is ETESVNSNY. The MHC is HLA-B58:01 with pseudo-sequence HLA-B58:01. The binding affinity (normalized) is 0.0847.